From a dataset of Peptide-MHC class I binding affinity with 185,985 pairs from IEDB/IMGT. Regression. Given a peptide amino acid sequence and an MHC pseudo amino acid sequence, predict their binding affinity value. This is MHC class I binding data. (1) The peptide sequence is LEMNDAPTA. The MHC is HLA-C04:01 with pseudo-sequence HLA-C04:01. The binding affinity (normalized) is 0.213. (2) The peptide sequence is RTGLYGAQY. The MHC is HLA-A01:01 with pseudo-sequence HLA-A01:01. The binding affinity (normalized) is 0.367. (3) The peptide sequence is LPESDLDKV. The MHC is HLA-B07:02 with pseudo-sequence HLA-B07:02. The binding affinity (normalized) is 0.172. (4) The MHC is HLA-B57:01 with pseudo-sequence HLA-B57:01. The binding affinity (normalized) is 0.0847. The peptide sequence is IPVSTNGKI. (5) The peptide sequence is GLFDFVNFV. The MHC is HLA-B51:01 with pseudo-sequence HLA-B51:01. The binding affinity (normalized) is 0.0787. (6) The peptide sequence is IMVASDVCK. The MHC is HLA-A31:01 with pseudo-sequence HLA-A31:01. The binding affinity (normalized) is 0.362. (7) The MHC is HLA-B57:01 with pseudo-sequence HLA-B57:01. The peptide sequence is QQWNFAGIEA. The binding affinity (normalized) is 0. (8) The peptide sequence is AEIIRMMEGA. The MHC is HLA-B44:02 with pseudo-sequence HLA-B44:02. The binding affinity (normalized) is 0.231. (9) The peptide sequence is INEEAADWD. The MHC is HLA-B27:05 with pseudo-sequence HLA-B27:05. The binding affinity (normalized) is 0. (10) The peptide sequence is NAFNCTFEY. The MHC is HLA-A31:01 with pseudo-sequence HLA-A31:01. The binding affinity (normalized) is 0.136.